From a dataset of Reaction yield outcomes from USPTO patents with 853,638 reactions. Predict the reaction yield, written as a fraction of the theoretical maximum amount of product (1.0 means a 100% yield; for example, 0.34 means a 34% yield). (1) The reactants are Cl[C:2]1[CH:7]=[CH:6][N:5]=[C:4]([S:8][CH3:9])[N:3]=1.[CH3:10][C:11]1[CH:16]=[C:15](B(O)O)[CH:14]=[CH:13][N:12]=1.C([O-])([O-])=O.[Na+].[Na+].C1(P(C2C=CC=CC=2)C2C=CC=CC=2)C=CC=CC=1. The catalyst is C(O)CC.CC([O-])=O.CC([O-])=O.[Pd+2]. The product is [CH3:10][C:11]1[CH:16]=[C:15]([C:2]2[CH:7]=[CH:6][N:5]=[C:4]([S:8][CH3:9])[N:3]=2)[CH:14]=[CH:13][N:12]=1. The yield is 0.930. (2) The reactants are [CH3:1][C:2]1[CH:3]=[N:4][N:5]2[C:10]([CH2:11][CH2:12][CH3:13])=[C:9]([CH2:14][C:15]3[CH:20]=[CH:19][C:18]([C:21]4[C:22]([C:27]#[N:28])=[CH:23][CH:24]=[CH:25][CH:26]=4)=[CH:17][CH:16]=3)[C:8](=[O:29])[N:7]([CH:30]3[CH2:35][CH2:34][O:33][CH2:32][CH2:31]3)[C:6]=12.C([Sn](=O)CCCC)CCC.[N:46]([Si](C)(C)C)=[N+:47]=[N-:48].C1(C)C=CC=CC=1. The catalyst is C(OCC)(=O)C. The product is [CH3:1][C:2]1[CH:3]=[N:4][N:5]2[C:10]([CH2:11][CH2:12][CH3:13])=[C:9]([CH2:14][C:15]3[CH:16]=[CH:17][C:18]([C:21]4[CH:26]=[CH:25][CH:24]=[CH:23][C:22]=4[C:27]4[NH:48][N:47]=[N:46][N:28]=4)=[CH:19][CH:20]=3)[C:8](=[O:29])[N:7]([CH:30]3[CH2:35][CH2:34][O:33][CH2:32][CH2:31]3)[C:6]=12. The yield is 0.410. (3) The reactants are ClC1C=C(Cl)C=C(Cl)C=1[O:10][C:11](=O)[CH2:12][C:13](OC1C(Cl)=CC(Cl)=CC=1Cl)=[O:14].[NH2:26]/[C:27](/[CH3:34])=[CH:28]\[C:29]([O:31][CH2:32][CH3:33])=[O:30]. The yield is 0.860. The catalyst is BrC1C=CC=CC=1.CCOC(C)=O. The product is [CH2:32]([O:31][C:29](=[O:30])[C:28]1[C:11]([OH:10])=[CH:12][C:13]([OH:14])=[N:26][C:27]=1[CH3:34])[CH3:33].